Dataset: Full USPTO retrosynthesis dataset with 1.9M reactions from patents (1976-2016). Task: Predict the reactants needed to synthesize the given product. The reactants are: Cl[CH2:2][C:3]([C:14]1[CH:19]=[C:18]([F:20])[CH:17]=[CH:16][C:15]=1[F:21])([OH:13])[CH:4]([O:6]C(=O)C(C)(C)C)[CH3:5].C[O-].[Na+].Cl. Given the product [O:13]1[C:3]([C:14]2[CH:19]=[C:18]([F:20])[CH:17]=[CH:16][C:15]=2[F:21])([CH:4]([OH:6])[CH3:5])[CH2:2]1, predict the reactants needed to synthesize it.